Dataset: Forward reaction prediction with 1.9M reactions from USPTO patents (1976-2016). Task: Predict the product of the given reaction. (1) Given the reactants [O:1]1[CH:5]=[CH:4][CH:3]=[C:2]1[C:6]1[CH:7]=[C:8]([CH2:12][CH2:13][C:14]2[N:15]=[C:16]([N:21]=CN(C)C)[NH:17][C:18](=[O:20])[CH:19]=2)[CH:9]=[CH:10][CH:11]=1.C(=O)(O)[O-].[K+].[CH:31]1([CH2:37]Br)[CH2:36][CH2:35][CH2:34][CH2:33][CH2:32]1.[OH-].[NH4+].Cl, predict the reaction product. The product is: [NH2:21][C:16]1[N:17]([CH2:37][CH:31]2[CH2:36][CH2:35][CH2:34][CH2:33][CH2:32]2)[C:18](=[O:20])[CH:19]=[C:14]([CH2:13][CH2:12][C:8]2[CH:9]=[CH:10][CH:11]=[C:6]([C:2]3[O:1][CH:5]=[CH:4][CH:3]=3)[CH:7]=2)[N:15]=1. (2) Given the reactants Br[C:2]1(Br)[C:10]2[C:5](=[N:6][CH:7]=[CH:8][CH:9]=2)[NH:4][C:3]1=[O:11].[NH4+].[Cl-], predict the reaction product. The product is: [NH:4]1[C:5]2=[N:6][CH:7]=[CH:8][CH:9]=[C:10]2[CH2:2][C:3]1=[O:11]. (3) Given the reactants [O:1]1[C:5]2[CH:6]=[C:7]([C:10]3([C:13]([NH:15][C:16]4[N:21]=[C:20](C5C=CN=C(OC)C=5)[C:19]([CH3:30])=[CH:18][CH:17]=4)=[O:14])[CH2:12][CH2:11]3)[CH:8]=[CH:9][C:4]=2[CH2:3][CH2:2]1.[Si](I)(C)(C)C.[CH3:36][OH:37], predict the reaction product. The product is: [O:1]1[C:5]2[CH:6]=[C:7]([C:10]3([C:13]([NH:15][C:16]4[CH:17]=[CH:18][C:19]([CH3:30])=[C:20]([C:10]5[CH:7]=[CH:6][C:36](=[O:37])[NH:15][CH:13]=5)[N:21]=4)=[O:14])[CH2:12][CH2:11]3)[CH:8]=[CH:9][C:4]=2[CH2:3][CH2:2]1. (4) Given the reactants [CH3:1][C:2]1[CH:7]=[CH:6][C:5]([C:8]2[O:9][C:10]([CH3:13])=[N:11][N:12]=2)=[CH:4][C:3]=1[C:14]1[CH:19]=[CH:18][C:17]([C:20](O)=[O:21])=[CH:16][CH:15]=1.[CH2:23]([O:30][C:31]1[CH:32]=[C:33]([CH:35]=[CH:36][CH:37]=1)[NH2:34])[C:24]1[CH:29]=[CH:28][CH:27]=[CH:26][CH:25]=1, predict the reaction product. The product is: [CH2:23]([O:30][C:31]1[CH:32]=[C:33]([NH:34][C:20]([C:17]2[CH:18]=[CH:19][C:14]([C:3]3[CH:4]=[C:5]([C:8]4[O:9][C:10]([CH3:13])=[N:11][N:12]=4)[CH:6]=[CH:7][C:2]=3[CH3:1])=[CH:15][CH:16]=2)=[O:21])[CH:35]=[CH:36][CH:37]=1)[C:24]1[CH:25]=[CH:26][CH:27]=[CH:28][CH:29]=1. (5) The product is: [Br:21][C:22]1[N:23]=[CH:24][C:25]([CH2:28][N:6]2[C:7]3[C:3](=[C:2]([F:1])[CH:10]=[CH:9][CH:8]=3)[C:4]([C:11]([NH:13][C@H:14]3[CH2:19][CH2:18][CH2:17][CH2:16][C@@H:15]3[OH:20])=[O:12])=[CH:5]2)=[CH:26][CH:27]=1. Given the reactants [F:1][C:2]1[CH:10]=[CH:9][CH:8]=[C:7]2[C:3]=1[C:4]([C:11]([NH:13][C@H:14]1[CH2:19][CH2:18][CH2:17][CH2:16][C@@H:15]1[OH:20])=[O:12])=[CH:5][NH:6]2.[Br:21][C:22]1[CH:27]=[CH:26][C:25]([CH2:28]Cl)=[CH:24][N:23]=1, predict the reaction product. (6) Given the reactants [S:1]1[CH:5]=[CH:4][CH:3]=[C:2]1[CH2:6][NH2:7].[C:8]1(=O)[O:13][C:11](=[O:12])[C:10]2=[CH:14][CH:15]=[CH:16][CH:17]=[C:9]12, predict the reaction product. The product is: [S:1]1[CH:5]=[CH:4][CH:3]=[C:2]1[CH2:6][N:7]1[C:11](=[O:12])[C:10]2[C:9](=[CH:17][CH:16]=[CH:15][CH:14]=2)[C:8]1=[O:13]. (7) Given the reactants [CH:1]1[CH:2]=[CH:3][C:4]([C:23]([OH:25])=[O:24])=[C:5]([C:7]2[C:17]3[CH:18]=[CH:19][C:20]([OH:22])=[CH:21][C:16]=3[O:15][C:14]3[C:8]=2[CH:9]=[CH:10][C:11]([CH:13]=3)=[O:12])[CH:6]=1.C([O-])([O-])=O.[Cs+].[Cs+].[CH2:32](Br)[C:33]1[CH:38]=[CH:37][CH:36]=[CH:35][CH:34]=1, predict the reaction product. The product is: [CH2:32]([O:12][C:11]1[CH:10]=[CH:9][C:8]2[C:7]3([C:5]4[C:4](=[CH:3][CH:2]=[CH:1][CH:6]=4)[C:23](=[O:25])[O:24]3)[C:17]3[C:16]([O:15][C:14]=2[CH:13]=1)=[CH:21][C:20]([O:22][CH2:23][C:4]1[CH:5]=[CH:6][CH:1]=[CH:2][CH:3]=1)=[CH:19][CH:18]=3)[C:33]1[CH:38]=[CH:37][CH:36]=[CH:35][CH:34]=1.